Task: Predict which catalyst facilitates the given reaction.. Dataset: Catalyst prediction with 721,799 reactions and 888 catalyst types from USPTO (1) Reactant: Cl[S:2]([C:5]1[C:6]([F:15])=[C:7]([C:11]([F:14])=[CH:12][CH:13]=1)[C:8]([OH:10])=[O:9])(=[O:4])=[O:3].S([O-])([O-])=O.[Na+].[Na+].S(=O)(=O)(O)O. Product: [F:15][C:6]1[C:5]([S:2]([OH:4])=[O:3])=[CH:13][CH:12]=[C:11]([F:14])[C:7]=1[C:8]([OH:10])=[O:9]. The catalyst class is: 6. (2) Reactant: [CH3:1][O:2][C:3]([C@@H:5]1[CH2:9][CH2:8][CH2:7][C@@H:6]1[C:10]([OH:12])=O)=[O:4].CN(C(ON1N=NC2C=CC=NC1=2)=[N+](C)C)C.F[P-](F)(F)(F)(F)F.CCN(C(C)C)C(C)C.[NH2:46][C:47]1[S:48][CH:49]=[C:50]([C:52]2[CH:63]=[CH:62][C:55]([C:56]([NH:58][CH:59]3[CH2:61][CH2:60]3)=[O:57])=[CH:54][CH:53]=2)[N:51]=1. Product: [CH3:1][O:2][C:3]([C@@H:5]1[CH2:9][CH2:8][CH2:7][C@@H:6]1[C:10](=[O:12])[NH:46][C:47]1[S:48][CH:49]=[C:50]([C:52]2[CH:53]=[CH:54][C:55]([C:56](=[O:57])[NH:58][CH:59]3[CH2:61][CH2:60]3)=[CH:62][CH:63]=2)[N:51]=1)=[O:4]. The catalyst class is: 3.